From a dataset of Peptide-MHC class II binding affinity with 134,281 pairs from IEDB. Regression. Given a peptide amino acid sequence and an MHC pseudo amino acid sequence, predict their binding affinity value. This is MHC class II binding data. (1) The peptide sequence is LLYCFRKDMDKVETF. The MHC is DRB3_0101 with pseudo-sequence DRB3_0101. The binding affinity (normalized) is 0.183. (2) The peptide sequence is KVFIDTIPNIMFFST. The MHC is DRB1_1101 with pseudo-sequence DRB1_1101. The binding affinity (normalized) is 0.575. (3) The binding affinity (normalized) is 0. The peptide sequence is AAATAGTTVYGAFNA. The MHC is HLA-DPA10103-DPB10601 with pseudo-sequence HLA-DPA10103-DPB10601. (4) The peptide sequence is QPFLGLCAFLATRIFK. The MHC is DRB1_0301 with pseudo-sequence DRB1_0301. The binding affinity (normalized) is 0.584. (5) The peptide sequence is DVTITAPGDSPNTDG. The MHC is HLA-DQA10201-DQB10202 with pseudo-sequence HLA-DQA10201-DQB10202. The binding affinity (normalized) is 0.158. (6) The MHC is DRB1_0101 with pseudo-sequence DRB1_0101. The binding affinity (normalized) is 0.189. The peptide sequence is EKLITSAFDLLNFMVSVS. (7) The peptide sequence is ISSQYYIQQNGNLCY. The MHC is DRB1_0802 with pseudo-sequence DRB1_0802. The binding affinity (normalized) is 0.387. (8) The binding affinity (normalized) is 0. The peptide sequence is HGITDVRPLYSRRLPKGVKH. The MHC is DRB1_0101 with pseudo-sequence DRB1_0101. (9) The peptide sequence is HAPAAPANPGLI. The MHC is DRB1_1101 with pseudo-sequence DRB1_1101. The binding affinity (normalized) is 0.